From a dataset of Experimentally validated miRNA-target interactions with 360,000+ pairs, plus equal number of negative samples. Binary Classification. Given a miRNA mature sequence and a target amino acid sequence, predict their likelihood of interaction. (1) The miRNA is hsa-miR-367-5p with sequence ACUGUUGCUAAUAUGCAACUCU. The protein sequence of the target gene is MGHLWLLGIWGLCGLLLCAADPSTDGSQIIPKVTEIIPKYGSINGATRLTIRGEGFSQANQFNYGVDNAELGNSVQLISSFQSITCDVEKDASHSTQITCYTRAMPEDSYTVRVSVDGVPVTENNTCKGHINSWECTFNAKSFRTPTIRSITPLSGTPGTLITIQGRIFTDVYGSNIALSSNGKNVRILRVYIGGMPCELLIPQSDNLYGLKLDHPNGDMGSMVCKTTGTFIGHHNVSFILDNDYGRSFPQKMAYFVSSLNKIAMFQTYAEVTMIFPSQGSIRGGTTLTISGRFFDQTDF.... Result: 0 (no interaction). (2) The miRNA is hsa-miR-1324 with sequence CCAGACAGAAUUCUAUGCACUUUC. The protein sequence of the target gene is MNESASQEELRPAQENRKEDKERKWNLTEVKELHETLQSVPDVPVKEDTNSVVEKAMDEIKSQELNLEGQRKISPGSIKDSKTEASGNIAIRKSAKVIFALDETELKSKPEHTWKKNLFERMEARAQAMQQKIIDKENLKKELEKKAEKKLPRDNLAKEWFNTDSMTLNNTAYLLDKLLPTLVPGVENMLTQVEKKKVLTEADTPSKFDPINYLGEYLIRNNPNYIKDPGMSGYQRLMKEVTEDLKIYVPDTICNRVSKMKENVKQNRKQRESIDKIIVKVANTRKQALQEQFDEWILDP.... Result: 0 (no interaction). (3) The miRNA is mmu-miR-204-5p with sequence UUCCCUUUGUCAUCCUAUGCCU. The protein sequence of the target gene is MWKLLLWVGLVLVLKHHDGAAHKLVCYFTNWAHSRPGPASILPHDLDPFLCTHLIFAFASMNNNQIVAKDLQDEKILYPEFNKLKERNRELKTLLSIGGWNFGTSRFTTMLSTFANREKFIASVISLLRTHDFDGLDLFFLYPGLRGSPMHDRWTFLFLIEELLFAFRKEALLTMRPRLLLSAAVSGVPHIVQTSYDVRFLGRLLDFINVLSYDLHGSWERFTGHNSPLFSLPEDPKSSAYAMNYWRKLGAPSEKLIMGIPTYGRTFRLLKASKNGLQARAIGPASPGKYTKQEGFLAYF.... Result: 0 (no interaction).